Dataset: Forward reaction prediction with 1.9M reactions from USPTO patents (1976-2016). Task: Predict the product of the given reaction. (1) The product is: [CH3:32][C:26]1[C:25]([NH:33][C:34]2([CH3:37])[CH2:35][CH2:36]2)=[N:24][C:23]2[C:28](=[CH:29][CH:30]=[CH:31][C:22]=2[C:14]2[NH:13][C:12]3[C:9]4([CH2:11][CH2:10]4)[NH:8][C:17](=[O:19])[C:16]=3[CH:15]=2)[N:27]=1. Given the reactants C(OC([NH:8][C:9]1([C:12]2[NH:13][C:14]([C:22]3[CH:31]=[CH:30][CH:29]=[C:28]4[C:23]=3[N:24]=[C:25]([NH:33][C:34]3([CH3:37])[CH2:36][CH2:35]3)[C:26]([CH3:32])=[N:27]4)=[CH:15][C:16]=2[C:17]([O:19]CC)=O)[CH2:11][CH2:10]1)=O)(C)(C)C.Cl.NC1(C2NC(C3C=CC=C4C=3N=C(NC3(C)CC3)C(C)=N4)=CC=2C(O)=O)CC1.Cl.NC1(C2NC(C3C=CC=C4C=3N=C(NC(C)(C)C)C(C)=N4)=CC=2C(O)=O)CC1.Cl.CN(C)CCCN=C=NCC.ON1C2C=CC=CC=2N=N1.CCN(C(C)C)C(C)C, predict the reaction product. (2) Given the reactants [CH2:1]([O:3][C:4](=[O:38])[CH:5]=[CH:6][CH:7]1[CH2:9][C:8]1([CH2:28][CH2:29][O:30][Si:31]([C:34]([CH3:37])([CH3:36])[CH3:35])([CH3:33])[CH3:32])[C@@H:10]1[C@:18]2([CH3:19])[C@H:13]([C@@H:14]([O:20][Si:21]([C:24]([CH3:27])([CH3:26])[CH3:25])([CH3:23])[CH3:22])[CH2:15][CH2:16][CH2:17]2)[CH2:12][CH2:11]1)[CH3:2].[H][H].CCCCCC.C(OCC)(=O)C, predict the reaction product. The product is: [CH2:1]([O:3][C:4](=[O:38])[CH2:5][CH2:6][CH2:7][C:8]([C@@H:10]1[C@:18]2([CH3:19])[C@H:13]([C@@H:14]([O:20][Si:21]([C:24]([CH3:27])([CH3:26])[CH3:25])([CH3:22])[CH3:23])[CH2:15][CH2:16][CH2:17]2)[CH2:12][CH2:11]1)([CH3:9])[CH2:28][CH2:29][O:30][Si:31]([C:34]([CH3:37])([CH3:36])[CH3:35])([CH3:33])[CH3:32])[CH3:2]. (3) The product is: [CH2:32]([S:33]([N:2]1[CH2:3][CH2:4][CH:5]([N:8]2[N:12]=[C:11]([CH2:13][O:14][C:15]3[CH:16]=[CH:17][C:18]([N:21]4[CH:25]=[N:24][N:23]=[N:22]4)=[N:19][CH:20]=3)[CH:10]=[N:9]2)[CH2:6][CH2:7]1)(=[O:35])=[O:34])[C:26]1[CH:31]=[CH:30][CH:29]=[CH:28][CH:27]=1. Given the reactants Cl.[NH:2]1[CH2:7][CH2:6][CH:5]([N:8]2[N:12]=[C:11]([CH2:13][O:14][C:15]3[CH:16]=[CH:17][C:18]([N:21]4[CH:25]=[N:24][N:23]=[N:22]4)=[N:19][CH:20]=3)[CH:10]=[N:9]2)[CH2:4][CH2:3]1.[C:26]1([CH2:32][S:33](Cl)(=[O:35])=[O:34])[CH:31]=[CH:30][CH:29]=[CH:28][CH:27]=1, predict the reaction product. (4) Given the reactants Cl[C:2]1[CH:7]=[C:6]([O:8][C:9]2[CH:14]=[CH:13][C:12]([NH:15][C:16](=[O:22])[O:17][C:18]([CH3:21])([CH3:20])[CH3:19])=[CH:11][C:10]=2[F:23])[CH:5]=[CH:4][N:3]=1.CC([O-])(C)C.[Na+].[CH2:30]([NH2:37])[C:31]1[CH:36]=[CH:35][CH:34]=[CH:33][CH:32]=1, predict the reaction product. The product is: [C:18]([O:17][C:16](=[O:22])[NH:15][C:12]1[CH:13]=[CH:14][C:9]([O:8][C:6]2[CH:5]=[CH:4][N:3]=[C:2]([NH:37][CH2:30][C:31]3[CH:36]=[CH:35][CH:34]=[CH:33][CH:32]=3)[CH:7]=2)=[C:10]([F:23])[CH:11]=1)([CH3:21])([CH3:20])[CH3:19]. (5) Given the reactants [O:1]1[CH2:6][CH2:5][N:4]([C:7]2[O:12][C:11]3[C:13]([C:16]4[N:17](C(OC(C)(C)C)=O)[CH:18]=[CH:19][CH:20]=4)=[CH:14][S:15][C:10]=3[C:9](=[O:28])[CH:8]=2)[CH2:3][CH2:2]1, predict the reaction product. The product is: [O:1]1[CH2:2][CH2:3][N:4]([C:7]2[O:12][C:11]3[C:13]([C:16]4[NH:17][CH:18]=[CH:19][CH:20]=4)=[CH:14][S:15][C:10]=3[C:9](=[O:28])[CH:8]=2)[CH2:5][CH2:6]1.